From a dataset of Full USPTO retrosynthesis dataset with 1.9M reactions from patents (1976-2016). Predict the reactants needed to synthesize the given product. (1) Given the product [C:7]([C:11]1[CH:12]=[CH:13][C:14]([S:17]([NH:20][CH2:21][C:22]2[CH:23]=[CH:24][C:25]([C:26]([NH:38][C:33]3[CH:34]=[N:35][CH:36]=[CH:37][C:32]=3[Cl:31])=[O:27])=[CH:29][CH:30]=2)(=[O:19])=[O:18])=[CH:15][CH:16]=1)([CH3:10])([CH3:9])[CH3:8], predict the reactants needed to synthesize it. The reactants are: C(Cl)(=O)C(Cl)=O.[C:7]([C:11]1[CH:16]=[CH:15][C:14]([S:17]([NH:20][CH2:21][C:22]2[CH:30]=[CH:29][C:25]([C:26](O)=[O:27])=[CH:24][CH:23]=2)(=[O:19])=[O:18])=[CH:13][CH:12]=1)([CH3:10])([CH3:9])[CH3:8].[Cl:31][C:32]1[CH:37]=[CH:36][N:35]=[CH:34][C:33]=1[NH2:38]. (2) Given the product [NH2:22][C:19]1[CH:20]=[C:21]2[C:13]([C:4]3[C:3]([C:1]#[N:2])=[CH:8][N:7]=[C:6]([NH:9][CH:10]([CH3:11])[CH3:12])[N:5]=3)=[CH:14][N:15]([S:33]([C:36]3[CH:37]=[CH:38][C:39]([CH3:40])=[CH:41][CH:42]=3)(=[O:34])=[O:35])[C:16]2=[N:17][CH:18]=1, predict the reactants needed to synthesize it. The reactants are: [C:1]([C:3]1[C:4]([C:13]2[C:21]3[C:16](=[N:17][CH:18]=[C:19]([NH:22]C(=O)OCC4C=CC=CC=4)[CH:20]=3)[N:15]([S:33]([C:36]3[CH:42]=[CH:41][C:39]([CH3:40])=[CH:38][CH:37]=3)(=[O:35])=[O:34])[CH:14]=2)=[N:5][C:6]([NH:9][CH:10]([CH3:12])[CH3:11])=[N:7][CH:8]=1)#[N:2].C([O-])=O.[NH4+]. (3) The reactants are: Br[C:2]1[CH:3]=[C:4]([NH:10][C:11]2[N:16]=[C:15]([N:17]3[CH2:22][CH2:21][CH2:20][C@H:19]([NH:23][C:24](=[O:27])[CH:25]=[CH2:26])[CH2:18]3)[CH:14]=[CH:13][CH:12]=2)[C:5](=[O:9])[N:6]([CH3:8])[CH:7]=1.[C:28]([O:31][CH2:32][C:33]1[C:38](B2OC(C)(C)C(C)(C)O2)=[CH:37][C:36]([F:48])=[CH:35][C:34]=1[N:49]1[C:61](=[O:62])[C:60]2[S:59][C:58]3[CH2:57][CH2:56][CH2:55][CH2:54][C:53]=3[C:52]=2[CH:51]=[N:50]1)(=[O:30])[CH3:29].[O-]P([O-])([O-])=O.[K+].[K+].[K+]. Given the product [F:48][C:36]1[CH:35]=[C:34]([N:49]2[C:61](=[O:62])[C:60]3[S:59][C:58]4[CH2:57][CH2:56][CH2:55][CH2:54][C:53]=4[C:52]=3[CH:51]=[N:50]2)[C:33]([CH2:32][O:31][C:28](=[O:30])[CH3:29])=[C:38]([C:2]2[CH:3]=[C:4]([NH:10][C:11]3[N:16]=[C:15]([N:17]4[CH2:22][CH2:21][CH2:20][C@H:19]([NH:23][C:24](=[O:27])[CH:25]=[CH2:26])[CH2:18]4)[CH:14]=[CH:13][CH:12]=3)[C:5](=[O:9])[N:6]([CH3:8])[CH:7]=2)[CH:37]=1, predict the reactants needed to synthesize it. (4) The reactants are: [H-].[Na+].[Cl:3][C:4]1[CH:12]=[CH:11][C:7]2[O:8][CH2:9][O:10][C:6]=2[C:5]=1[NH2:13].[Cl:14][C:15]1[N:20]=[C:19](Cl)[CH:18]=[CH:17][N:16]=1. Given the product [Cl:14][C:15]1[N:20]=[C:19]([NH:13][C:5]2[C:6]3[O:10][CH2:9][O:8][C:7]=3[CH:11]=[CH:12][C:4]=2[Cl:3])[CH:18]=[CH:17][N:16]=1, predict the reactants needed to synthesize it. (5) Given the product [CH2:1]([O:3][C:4](=[O:25])[CH2:5][O:6][C:7]1[C:16]([N:17]2[CH2:23][CH2:22][CH2:21][N:20]([CH2:37][C:34]3[CH:35]=[CH:36][N:32]([C:26]4[CH:27]=[CH:28][CH:29]=[CH:30][CH:31]=4)[N:33]=3)[CH2:19][CH2:18]2)=[C:15]2[C:10]([CH:11]=[CH:12][CH:13]=[N:14]2)=[CH:9][C:8]=1[CH3:24])[CH3:2], predict the reactants needed to synthesize it. The reactants are: [CH2:1]([O:3][C:4](=[O:25])[CH2:5][O:6][C:7]1[C:16]([N:17]2[CH2:23][CH2:22][CH2:21][NH:20][CH2:19][CH2:18]2)=[C:15]2[C:10]([CH:11]=[CH:12][CH:13]=[N:14]2)=[CH:9][C:8]=1[CH3:24])[CH3:2].[C:26]1([N:32]2[CH:36]=[CH:35][C:34]([CH:37]=O)=[N:33]2)[CH:31]=[CH:30][CH:29]=[CH:28][CH:27]=1.[BH-](OC(C)=O)(OC(C)=O)OC(C)=O.[Na+].